Regression. Given two drug SMILES strings and cell line genomic features, predict the synergy score measuring deviation from expected non-interaction effect. From a dataset of NCI-60 drug combinations with 297,098 pairs across 59 cell lines. (1) Drug 1: CC1=C(C(=CC=C1)Cl)NC(=O)C2=CN=C(S2)NC3=CC(=NC(=N3)C)N4CCN(CC4)CCO. Drug 2: N.N.Cl[Pt+2]Cl. Cell line: MDA-MB-435. Synergy scores: CSS=11.5, Synergy_ZIP=-5.24, Synergy_Bliss=0.936, Synergy_Loewe=-0.445, Synergy_HSA=-0.612. (2) Drug 1: CC1C(C(CC(O1)OC2CC(OC(C2O)C)OC3=CC4=CC5=C(C(=O)C(C(C5)C(C(=O)C(C(C)O)O)OC)OC6CC(C(C(O6)C)O)OC7CC(C(C(O7)C)O)OC8CC(C(C(O8)C)O)(C)O)C(=C4C(=C3C)O)O)O)O. Drug 2: CC1C(C(CC(O1)OC2CC(CC3=C2C(=C4C(=C3O)C(=O)C5=CC=CC=C5C4=O)O)(C(=O)C)O)N)O. Cell line: BT-549. Synergy scores: CSS=42.3, Synergy_ZIP=26.2, Synergy_Bliss=24.5, Synergy_Loewe=17.6, Synergy_HSA=24.5.